From a dataset of Forward reaction prediction with 1.9M reactions from USPTO patents (1976-2016). Predict the product of the given reaction. Given the reactants Br[CH2:2][C:3]1[CH:8]=[CH:7][C:6]([N+:9]([O-:11])=[O:10])=[CH:5][C:4]=1[C:12]([F:15])([F:14])[F:13].CCN(CC)CC.[CH3:23][N:24]([CH3:30])[C@@H:25]1[CH2:29][CH2:28][NH:27][CH2:26]1, predict the reaction product. The product is: [CH3:23][N:24]([CH3:30])[C@@H:25]1[CH2:29][CH2:28][N:27]([CH2:2][C:3]2[CH:8]=[CH:7][C:6]([N+:9]([O-:11])=[O:10])=[CH:5][C:4]=2[C:12]([F:15])([F:14])[F:13])[CH2:26]1.